This data is from Peptide-MHC class I binding affinity with 185,985 pairs from IEDB/IMGT. The task is: Regression. Given a peptide amino acid sequence and an MHC pseudo amino acid sequence, predict their binding affinity value. This is MHC class I binding data. (1) The peptide sequence is KLWASFFQG. The MHC is HLA-A03:01 with pseudo-sequence HLA-A03:01. The binding affinity (normalized) is 0.0847. (2) The peptide sequence is FQEALKKSL. The binding affinity (normalized) is 0.0847. The MHC is HLA-A69:01 with pseudo-sequence HLA-A69:01. (3) The peptide sequence is KLGKAGYVV. The MHC is HLA-A02:11 with pseudo-sequence HLA-A02:11. The binding affinity (normalized) is 0.936. (4) The peptide sequence is QGENPTWKQW. The MHC is Mamu-B17 with pseudo-sequence Mamu-B17. The binding affinity (normalized) is 0.217.